From a dataset of Full USPTO retrosynthesis dataset with 1.9M reactions from patents (1976-2016). Predict the reactants needed to synthesize the given product. (1) Given the product [CH2:1]([NH:8][C:9]([C:14]1[C:18]([NH:19][CH2:20][C:21]2[CH:26]=[CH:25][CH:24]=[CH:23][CH:22]=2)=[N:17][O:16][N:15]=1)=[N:10][OH:11])[C:2]1[CH:3]=[CH:4][CH:5]=[CH:6][CH:7]=1, predict the reactants needed to synthesize it. The reactants are: [CH2:1]([N:8]1C(=O)[O:11][N:10]=[C:9]1[C:14]1[C:18]([NH:19][CH2:20][C:21]2[CH:26]=[CH:25][CH:24]=[CH:23][CH:22]=2)=[N:17][O:16][N:15]=1)[C:2]1[CH:7]=[CH:6][CH:5]=[CH:4][CH:3]=1.[OH-].[Na+]. (2) Given the product [Br:1][C:2]1[C:10]([CH3:11])=[CH:9][C:5]([C:6]([OH:8])=[O:7])=[CH:4][C:3]=1[SH:12], predict the reactants needed to synthesize it. The reactants are: [Br:1][C:2]1[C:10]([CH3:11])=[CH:9][C:5]([C:6]([OH:8])=[O:7])=[CH:4][C:3]=1[S:12](Cl)(=O)=O. (3) Given the product [NH2:33][C:32]1[CH:34]=[CH:35][C:29]([C:2]2[CH:3]=[CH:4][N:5]3[C:10]([C:11]=2[CH3:12])=[C:9]([CH:13]2[CH2:15][CH2:14]2)[CH:8]=[C:7]([C:16]([O:18][CH3:19])=[O:17])[C:6]3=[O:20])=[CH:30][CH:31]=1, predict the reactants needed to synthesize it. The reactants are: Cl[C:2]1[CH:3]=[CH:4][N:5]2[C:10]([C:11]=1[CH3:12])=[C:9]([CH:13]1[CH2:15][CH2:14]1)[CH:8]=[C:7]([C:16]([O:18][CH3:19])=[O:17])[C:6]2=[O:20].CC1(C)C(C)(C)OB([C:29]2[CH:35]=[CH:34][C:32]([NH2:33])=[CH:31][CH:30]=2)O1. (4) Given the product [Cl:39][C:36]1[CH:37]=[CH:38][C:33]([C:25]([C:27]2[N:31]([CH3:32])[CH:30]=[N:29][CH:28]=2)([C:11]2[CH:12]=[C:13]3[C:8](=[CH:9][CH:10]=2)[N:1]2[N:2]=[N:3][N:7]=[C:6]2[CH:15]=[C:14]3[CH2:16][CH2:17][C:18]2[CH:23]=[CH:22][CH:21]=[C:20]([Cl:24])[CH:19]=2)[OH:26])=[CH:34][CH:35]=1, predict the reactants needed to synthesize it. The reactants are: [N-:1]=[N+:2]=[N-:3].[Na+].Cl[C:6]1[CH:15]=[C:14]([CH2:16][CH2:17][C:18]2[CH:23]=[CH:22][CH:21]=[C:20]([Cl:24])[CH:19]=2)[C:13]2[C:8](=[CH:9][CH:10]=[C:11]([C:25]([C:33]3[CH:38]=[CH:37][C:36]([Cl:39])=[CH:35][CH:34]=3)([C:27]3[N:31]([CH3:32])[CH:30]=[N:29][CH:28]=3)[OH:26])[CH:12]=2)[N:7]=1.O. (5) Given the product [CH:1]1([N:6]2[C:14]3[C:9](=[CH:10][CH:11]=[C:12]([C:15](=[O:17])[CH3:16])[CH:13]=3)[C:8]([CH2:18][CH3:19])=[N:7]2)[CH2:2][CH2:3][CH2:4][CH2:5]1, predict the reactants needed to synthesize it. The reactants are: [CH:1]1([N:6]2[C:14]3[C:9](=[CH:10][CH:11]=[C:12]([CH:15]([OH:17])[CH3:16])[CH:13]=3)[C:8]([CH2:18][CH3:19])=[N:7]2)[CH2:5][CH2:4][CH2:3][CH2:2]1.[Cr](Cl)([O-])(=O)=O.[NH+]1C=CC=CC=1.